This data is from Full USPTO retrosynthesis dataset with 1.9M reactions from patents (1976-2016). The task is: Predict the reactants needed to synthesize the given product. (1) Given the product [CH3:26][O:25][C:23]([C:10]1[CH:9]=[C:8]([C@:7]2([CH3:22])[CH2:6][CH2:5][N:4]([C:23]([O:25][C:26]([CH3:29])([CH3:28])[CH3:27])=[O:24])[CH2:3][C@@H:2]2[CH3:1])[CH:13]=[CH:12][CH:11]=1)=[O:24], predict the reactants needed to synthesize it. The reactants are: [CH3:1][C@@H:2]1[C@:7]([CH3:22])([C:8]2[CH:13]=[CH:12][CH:11]=[C:10](OS(C(F)(F)F)(=O)=O)[CH:9]=2)[CH2:6][CH2:5][N:4]([C:23]([O:25][C:26]([CH3:29])([CH3:28])[CH3:27])=[O:24])[CH2:3]1.C(N(CC)CC)C. (2) The reactants are: C([O:5][C:6](=[O:25])[CH2:7][O:8][C:9]1[CH:24]=[CH:23][C:12]2[C:13]([C:16]3[CH:21]=[CH:20][C:19]([Br:22])=[CH:18][CH:17]=3)=[N:14][S:15][C:11]=2[CH:10]=1)(C)(C)C.C(O)(C(F)(F)F)=O. Given the product [Br:22][C:19]1[CH:18]=[CH:17][C:16]([C:13]2[C:12]3[CH:23]=[CH:24][C:9]([O:8][CH2:7][C:6]([OH:25])=[O:5])=[CH:10][C:11]=3[S:15][N:14]=2)=[CH:21][CH:20]=1, predict the reactants needed to synthesize it. (3) Given the product [CH2:15]([NH:18][C@@H:9]1[CH2:10][CH2:11][CH2:12][CH2:13][C@@H:8]1[CH3:7])[CH:16]=[CH2:17], predict the reactants needed to synthesize it. The reactants are: N[C@H](C(O)=O)C.[CH3:7][CH:8]1[CH2:13][CH2:12][CH2:11][CH2:10][C:9]1=O.[CH2:15]([NH2:18])[CH:16]=[CH2:17].S([O-])([O-])(=O)=O.[Mg+2]. (4) Given the product [CH2:1]([N:3]([CH2:31][C:32]1[CH:33]=[CH:34][C:35]([O:38][CH2:41][CH2:42][N:44]2[CH2:49][CH2:48][CH:47]([CH3:50])[CH2:46][CH2:45]2)=[CH:36][CH:37]=1)[C:4]1[CH:9]=[C:8]([O:10][CH3:11])[C:7]([O:12][CH3:13])=[CH:6][C:5]=1[C@@H:14]1[CH2:23][CH2:22][C:21]2[CH:20]=[C:19]([OH:24])[CH:18]=[CH:17][C:16]=2[CH2:15]1)[CH3:2], predict the reactants needed to synthesize it. The reactants are: [CH2:1]([N:3]([C:31](=O)[C:32]1[CH:37]=[CH:36][C:35]([OH:38])=[CH:34][CH:33]=1)[C:4]1[CH:9]=[C:8]([O:10][CH3:11])[C:7]([O:12][CH3:13])=[CH:6][C:5]=1[C@@H:14]1[CH2:23][CH2:22][C:21]2[CH:20]=[C:19]([O:24]C(=O)C(C)(C)C)[CH:18]=[CH:17][C:16]=2[CH2:15]1)[CH3:2].Cl[CH2:41][C:42]([N:44]1[CH2:49][CH2:48][CH:47]([CH3:50])[CH2:46][CH2:45]1)=O.